Dataset: Forward reaction prediction with 1.9M reactions from USPTO patents (1976-2016). Task: Predict the product of the given reaction. Given the reactants Cl[C:2]1[C:3]2[C:4](=[CH:19][N:20](CC3C=CC(OC)=CC=3)[N:21]=2)[N:5]=[C:6]([C:8]2[CH:9]=[N:10][C:11]([N:14]3[CH2:18][CH2:17][CH2:16][CH2:15]3)=[CH:12][CH:13]=2)[N:7]=1.[CH3:31][N:32]1[CH2:37][CH2:36][N:35]([C:38]2[CH:44]=[CH:43][C:41]([NH2:42])=[CH:40][CH:39]=2)[CH2:34][CH2:33]1.Cl, predict the reaction product. The product is: [CH3:31][N:32]1[CH2:33][CH2:34][N:35]([C:38]2[CH:44]=[CH:43][C:41]([NH:42][C:2]3[C:3]4[NH:21][N:20]=[CH:19][C:4]=4[N:5]=[C:6]([C:8]4[CH:9]=[N:10][C:11]([N:14]5[CH2:18][CH2:17][CH2:16][CH2:15]5)=[CH:12][CH:13]=4)[N:7]=3)=[CH:40][CH:39]=2)[CH2:36][CH2:37]1.